Predict which catalyst facilitates the given reaction. From a dataset of Catalyst prediction with 721,799 reactions and 888 catalyst types from USPTO. (1) Reactant: [CH3:1][C:2]([OH:7])([CH2:5][CH3:6])[C:3]#[CH:4].C1CCN2C(=NCCC2)CC1.C(OC(C(F)(F)F)=O)(C(F)(F)F)=O.O[C:33]1[CH:40]=[CH:39][C:36]([CH:37]=[O:38])=[CH:35][CH:34]=1. Product: [CH3:1][C:2]([O:7][C:33]1[CH:40]=[CH:39][C:36]([CH:37]=[O:38])=[CH:35][CH:34]=1)([CH2:5][CH3:6])[C:3]#[CH:4]. The catalyst class is: 10. (2) Reactant: [CH3:1][C:2]1([C:5]([NH2:7])=[O:6])[CH2:4][CH2:3]1.C[Si]([N-][Si](C)(C)C)(C)C.[Li+].Cl[C:19]([O:21][C:22]([CH3:24])=[CH2:23])=[O:20]. Product: [CH3:1][C:2]1([C:5]([NH:7][C:19](=[O:20])[O:21][C:22]([CH3:24])=[CH2:23])=[O:6])[CH2:4][CH2:3]1. The catalyst class is: 1. (3) Reactant: [CH:1](=[C:3]1[C:8](=[O:9])[C:7]([CH3:11])([CH3:10])[CH2:6][CH2:5][CH2:4]1)[CH3:2].C1(C(=CC(=CC=1)C)C)C. Product: [CH2:1]([C:3]1[C:8](=[O:9])[C:7]([CH3:11])([CH3:10])[CH2:6][CH2:5][CH:4]=1)[CH3:2]. The catalyst class is: 45. (4) Reactant: Br[C:2]1[CH:12]=[CH:11][CH:10]=[CH:9][C:3]=1[C:4]([O:6][CH2:7][CH3:8])=[O:5].C(=O)([O-])[O-].[Cs+].[Cs+].C(OC([NH:29][C:30]([CH3:44])([CH3:43])[CH2:31][CH2:32][CH2:33]B1C2CCCC1CCC2)=O)C1C=CC=CC=1.C1COCC1.[OH-].[Na+]. Product: [NH2:29][C:30]([CH3:44])([CH3:43])[CH2:31][CH2:32][CH2:33][C:2]1[CH:12]=[CH:11][CH:10]=[CH:9][C:3]=1[C:4]([O:6][CH2:7][CH3:8])=[O:5]. The catalyst class is: 3. (5) Reactant: Br[CH2:2][C:3]([NH:5][C:6]1[CH:31]=[CH:30][C:9]([CH2:10][N:11]([S:20]([C:23]2[CH:28]=[CH:27][C:26]([Cl:29])=[CH:25][CH:24]=2)(=[O:22])=[O:21])[C@H:12]([CH2:16][CH:17]([CH3:19])[CH3:18])[C:13]([NH2:15])=[O:14])=[CH:8][CH:7]=1)=[O:4].[CH3:32][NH:33][CH3:34]. Product: [Cl:29][C:26]1[CH:27]=[CH:28][C:23]([S:20]([N:11]([CH2:10][C:9]2[CH:30]=[CH:31][C:6]([NH:5][C:3](=[O:4])[CH2:2][N:33]([CH3:34])[CH3:32])=[CH:7][CH:8]=2)[C@H:12]([CH2:16][CH:17]([CH3:19])[CH3:18])[C:13]([NH2:15])=[O:14])(=[O:22])=[O:21])=[CH:24][CH:25]=1. The catalyst class is: 168. (6) Reactant: P(Cl)(Cl)(Cl)=O.[F:6][C:7]1[CH:8]=[C:9]2[C:15]([C:16]3[N:17]=[N:18][C:19]([C:23]([CH3:29])([CH3:28])[C:24]([O:26]C)=O)=[C:20](O)[N:21]=3)=[N:14][N:13]([CH2:30][C:31]3[C:36]([F:37])=[CH:35][CH:34]=[C:33]([F:38])[C:32]=3[F:39])[C:10]2=[N:11][CH:12]=1.[NH3:40]. Product: [F:6][C:7]1[CH:8]=[C:9]2[C:15]([C:16]3[N:17]=[N:18][C:19]4[C:23]([CH3:29])([CH3:28])[C:24](=[O:26])[NH:40][C:20]=4[N:21]=3)=[N:14][N:13]([CH2:30][C:31]3[C:36]([F:37])=[CH:35][CH:34]=[C:33]([F:38])[C:32]=3[F:39])[C:10]2=[N:11][CH:12]=1. The catalyst class is: 10.